Dataset: Forward reaction prediction with 1.9M reactions from USPTO patents (1976-2016). Task: Predict the product of the given reaction. (1) Given the reactants Br[C:2]1[CH:7]=[CH:6][C:5]([S:8]([CH:11]2[CH2:16][CH2:15][N:14]([C:17]([O:19][C:20]([CH3:23])([CH3:22])[CH3:21])=[O:18])[CH2:13][CH2:12]2)(=[O:10])=[O:9])=[CH:4][CH:3]=1.[B:24]1([B:24]2[O:28][C:27]([CH3:30])([CH3:29])[C:26]([CH3:32])([CH3:31])[O:25]2)[O:28][C:27]([CH3:30])([CH3:29])[C:26]([CH3:32])([CH3:31])[O:25]1.C([O-])(=O)C.[K+], predict the reaction product. The product is: [CH3:31][C:26]1([CH3:32])[C:27]([CH3:30])([CH3:29])[O:28][B:24]([C:2]2[CH:7]=[CH:6][C:5]([S:8]([CH:11]3[CH2:16][CH2:15][N:14]([C:17]([O:19][C:20]([CH3:23])([CH3:22])[CH3:21])=[O:18])[CH2:13][CH2:12]3)(=[O:10])=[O:9])=[CH:4][CH:3]=2)[O:25]1. (2) Given the reactants [Si:1]([O:8][CH2:9][C@@H:10]1[CH:14]=[CH:13][C:12](=[O:15])[N:11]1[C:16]([O:18][C:19]([CH3:22])([CH3:21])[CH3:20])=[O:17])([C:4]([CH3:7])([CH3:6])[CH3:5])([CH3:3])[CH3:2].[CH2:23]=[CH2:24], predict the reaction product. The product is: [Si:1]([O:8][CH2:9][C@H:10]1[N:11]([C:16]([O:18][C:19]([CH3:22])([CH3:21])[CH3:20])=[O:17])[C:12](=[O:15])[C@H:13]2[C@@H:14]1[CH2:23][CH2:24]2)([C:4]([CH3:7])([CH3:6])[CH3:5])([CH3:3])[CH3:2]. (3) Given the reactants [F:1][C:2]([F:44])([F:43])[C:3]1[CH:4]=[CH:5][C:6]([NH:9][C:10](=[O:42])[O:11][CH2:12][C@@H:13]([N:28]([CH3:41])[C:29]([NH:31][CH2:32][C:33]2[CH:38]=[CH:37][CH:36]=[C:35]([F:39])[C:34]=2[Cl:40])=[O:30])[CH2:14][CH2:15][CH2:16][N:17]2C(=O)C3C(=CC=CC=3)C2=O)=[N:7][CH:8]=1.NN, predict the reaction product. The product is: [F:44][C:2]([F:1])([F:43])[C:3]1[CH:4]=[CH:5][C:6]([NH:9][C:10](=[O:42])[O:11][CH2:12][C@@H:13]([N:28]([CH3:41])[C:29]([NH:31][CH2:32][C:33]2[CH:38]=[CH:37][CH:36]=[C:35]([F:39])[C:34]=2[Cl:40])=[O:30])[CH2:14][CH2:15][CH2:16][NH2:17])=[N:7][CH:8]=1. (4) Given the reactants O=C(Cl)[O:3][C:4]([Cl:7])(Cl)Cl.[CH3:9][O:10][C:11]1[C:21]([O:22][CH3:23])=[CH:20][C:14]2[CH2:15][CH2:16][NH:17][CH2:18][CH2:19][C:13]=2[CH:12]=1.C(N(CC)CC)C, predict the reaction product. The product is: [CH3:9][O:10][C:11]1[C:21]([O:22][CH3:23])=[CH:20][C:14]2[CH2:15][CH2:16][N:17]([C:4]([Cl:7])=[O:3])[CH2:18][CH2:19][C:13]=2[CH:12]=1. (5) Given the reactants [CH3:1][C:2]1[CH:23]=[CH:22][CH:21]=[C:20]([CH3:24])[C:3]=1[C:4]([N:6]1[CH2:11][CH2:10][C:9]([CH3:19])([N:12]2[CH2:17][CH2:16][C:15](=O)[CH2:14][CH2:13]2)[CH2:8][CH2:7]1)=[O:5].[O:25]1[C:29]2[CH:30]=[CH:31][C:32]([NH2:34])=[CH:33][C:28]=2[O:27][CH2:26]1, predict the reaction product. The product is: [O:25]1[C:29]2[CH:30]=[CH:31][C:32]([N:34]([CH2:1][C:2]3[CH:23]=[CH:22][CH:21]=[CH:20][CH:3]=3)[CH:15]3[CH2:16][CH2:17][N:12]([C:9]4([CH3:19])[CH2:8][CH2:7][N:6]([C:4]([C:3]5[C:2]([CH3:1])=[CH:23][CH:22]=[CH:21][C:20]=5[CH3:24])=[O:5])[CH2:11][CH2:10]4)[CH2:13][CH2:14]3)=[CH:33][C:28]=2[O:27][CH2:26]1. (6) Given the reactants Cl.[CH2:2]1[C:11]2[C:6](=[CH:7][CH:8]=[CH:9][CH:10]=2)[CH2:5][CH2:4][N:3]1[NH2:12].Cl[C:14]([O:16][C:17]1[CH:22]=[CH:21][C:20]([Cl:23])=[CH:19][CH:18]=1)=[O:15], predict the reaction product. The product is: [Cl:23][C:20]1[CH:21]=[CH:22][C:17]([O:16][C:14](=[O:15])[NH:12][N:3]2[CH2:4][CH2:5][C:6]3[C:11](=[CH:10][CH:9]=[CH:8][CH:7]=3)[CH2:2]2)=[CH:18][CH:19]=1.